The task is: Regression. Given two drug SMILES strings and cell line genomic features, predict the synergy score measuring deviation from expected non-interaction effect.. This data is from NCI-60 drug combinations with 297,098 pairs across 59 cell lines. (1) Drug 1: C1=NC2=C(N1)C(=S)N=CN2. Drug 2: COC1=C2C(=CC3=C1OC=C3)C=CC(=O)O2. Cell line: SK-MEL-5. Synergy scores: CSS=15.0, Synergy_ZIP=-3.30, Synergy_Bliss=3.86, Synergy_Loewe=-9.06, Synergy_HSA=3.53. (2) Drug 1: CCC(=C(C1=CC=CC=C1)C2=CC=C(C=C2)OCCN(C)C)C3=CC=CC=C3.C(C(=O)O)C(CC(=O)O)(C(=O)O)O. Drug 2: COC1=C2C(=CC3=C1OC=C3)C=CC(=O)O2. Cell line: HCC-2998. Synergy scores: CSS=2.52, Synergy_ZIP=4.66, Synergy_Bliss=9.18, Synergy_Loewe=-1.80, Synergy_HSA=-0.0849.